This data is from NCI-60 drug combinations with 297,098 pairs across 59 cell lines. The task is: Regression. Given two drug SMILES strings and cell line genomic features, predict the synergy score measuring deviation from expected non-interaction effect. (1) Drug 1: C(CN)CNCCSP(=O)(O)O. Drug 2: N.N.Cl[Pt+2]Cl. Cell line: UO-31. Synergy scores: CSS=24.2, Synergy_ZIP=-10.3, Synergy_Bliss=-2.86, Synergy_Loewe=-1.41, Synergy_HSA=0.332. (2) Synergy scores: CSS=-1.10, Synergy_ZIP=-1.79, Synergy_Bliss=-1.85, Synergy_Loewe=-9.20, Synergy_HSA=-5.38. Drug 1: COC1=CC(=CC(=C1O)OC)C2C3C(COC3=O)C(C4=CC5=C(C=C24)OCO5)OC6C(C(C7C(O6)COC(O7)C8=CC=CS8)O)O. Drug 2: CCC(=C(C1=CC=CC=C1)C2=CC=C(C=C2)OCCN(C)C)C3=CC=CC=C3.C(C(=O)O)C(CC(=O)O)(C(=O)O)O. Cell line: MDA-MB-435.